From a dataset of Catalyst prediction with 721,799 reactions and 888 catalyst types from USPTO. Predict which catalyst facilitates the given reaction. Product: [Br:12][CH2:11][C:3]1[CH:4]=[CH:5][CH:6]=[C:7]([N+:8]([O-:10])=[O:9])[C:2]=1[F:1]. The catalyst class is: 340. Reactant: [F:1][C:2]1[C:7]([N+:8]([O-:10])=[O:9])=[CH:6][CH:5]=[CH:4][C:3]=1[CH3:11].[Br:12]N1C(=O)CCC1=O.